Dataset: Forward reaction prediction with 1.9M reactions from USPTO patents (1976-2016). Task: Predict the product of the given reaction. (1) Given the reactants [NH2:1][C:2]1[C:6]([C:7]([O:9][CH2:10][CH3:11])=[O:8])=[CH:5][N:4]([CH3:12])[N:3]=1.[Cl:13][C:14]1[S:18][C:17]([C:19](Cl)=[O:20])=[CH:16][CH:15]=1, predict the reaction product. The product is: [Cl:13][C:14]1[S:18][C:17]([C:19]([NH:1][C:2]2[C:6]([C:7]([O:9][CH2:10][CH3:11])=[O:8])=[CH:5][N:4]([CH3:12])[N:3]=2)=[O:20])=[CH:16][CH:15]=1. (2) Given the reactants Cl[C:2]1[N:7]=[N:6][CH:5]=[C:4]2[N:8]([C:11]3[CH:16]=[CH:15][C:14]([F:17])=[CH:13][CH:12]=3)[N:9]=[CH:10][C:3]=12.CCN([CH:24]([CH3:26])C)C(C)C.[C]=[O:28].[CH2:29]([OH:31])C, predict the reaction product. The product is: [CH2:24]([O:28][C:29]([C:2]1[N:7]=[N:6][CH:5]=[C:4]2[N:8]([C:11]3[CH:16]=[CH:15][C:14]([F:17])=[CH:13][CH:12]=3)[N:9]=[CH:10][C:3]=12)=[O:31])[CH3:26]. (3) Given the reactants Br[CH2:2][CH2:3][CH2:4][CH3:5].[OH:6][C:7]1[CH:12]=[CH:11][C:10]([S:13][C:14]2[CH:19]=[CH:18][C:17]([OH:20])=[CH:16][CH:15]=2)=[CH:9][CH:8]=1.C(=O)([O-])[O-].[K+].[K+].CN(C=O)C.[C:32]1(C)[CH:37]=CC=[CH:34][CH:33]=1, predict the reaction product. The product is: [CH2:2]([O:20][C:17]1[CH:18]=[CH:19][C:14]([S:13][C:10]2[CH:11]=[CH:12][C:7]([O:6][CH2:37][CH2:32][CH2:33][CH3:34])=[CH:8][CH:9]=2)=[CH:15][CH:16]=1)[CH2:3][CH2:4][CH3:5].